From a dataset of Forward reaction prediction with 1.9M reactions from USPTO patents (1976-2016). Predict the product of the given reaction. Given the reactants [F:1][C:2]([F:24])([F:23])[C:3]1[CH:4]=[C:5]([N:13]2[C:17]3=[N:18][CH:19]=[N:20][C:21](Cl)=[C:16]3[CH:15]=[N:14]2)[CH:6]=[C:7]([C:9]([F:12])([F:11])[F:10])[CH:8]=1.[C:25]([O:29][C:30]([N:32]1[CH2:37][CH2:36][CH:35]([OH:38])[CH2:34][CH2:33]1)=[O:31])([CH3:28])([CH3:27])[CH3:26].[H-].[Na+], predict the reaction product. The product is: [C:25]([O:29][C:30]([N:32]1[CH2:37][CH2:36][CH:35]([O:38][C:21]2[N:20]=[CH:19][N:18]=[C:17]3[N:13]([C:5]4[CH:4]=[C:3]([C:2]([F:24])([F:23])[F:1])[CH:8]=[C:7]([C:9]([F:12])([F:11])[F:10])[CH:6]=4)[N:14]=[CH:15][C:16]=23)[CH2:34][CH2:33]1)=[O:31])([CH3:28])([CH3:26])[CH3:27].